From a dataset of Full USPTO retrosynthesis dataset with 1.9M reactions from patents (1976-2016). Predict the reactants needed to synthesize the given product. (1) Given the product [Cl:1][C:2]1[C:3]([O:11][CH2:12][CH:13]([F:15])[F:14])=[N:4][CH:5]=[C:6]([CH:10]=1)[C:7]([O:9][CH3:20])=[O:8], predict the reactants needed to synthesize it. The reactants are: [Cl:1][C:2]1[C:3]([O:11][CH2:12][CH:13]([F:15])[F:14])=[N:4][CH:5]=[C:6]([CH:10]=1)[C:7]([OH:9])=[O:8].S(Cl)(Cl)=O.[CH3:20]O. (2) Given the product [C:23]1(/[CH:22]=[CH:8]/[CH:7]=[CH:6]/[C:4]([O:3][CH2:2][CH3:1])=[O:5])[CH:28]=[CH:27][CH:26]=[CH:25][CH:24]=1, predict the reactants needed to synthesize it. The reactants are: [CH3:1][CH2:2][O:3][C:4](/[CH:6]=[CH:7]/[CH2:8]P(OCC)(OCC)=O)=[O:5].C([Li])CCC.[CH:22](=O)[C:23]1[CH:28]=[CH:27][CH:26]=[CH:25][CH:24]=1.[Cl-].[NH4+]. (3) Given the product [C:1]([P:5]([C:10]1[CH:15]=[CH:14][C:13]([CH3:16])=[C:12]([P:17]([C:24]2[CH:29]=[CH:28][CH:27]=[CH:26][CH:25]=2)[C:18]2[CH:23]=[CH:22][CH:21]=[CH:20][CH:19]=2)[C:11]=1[CH3:30])[C:6]([CH3:7])([CH3:9])[CH3:8])([CH3:2])([CH3:3])[CH3:4], predict the reactants needed to synthesize it. The reactants are: [C:1]([P:5]([C:10]1[CH:15]=[CH:14][C:13]([CH3:16])=[C:12]([P:17]([C:24]2[CH:29]=[CH:28][CH:27]=[CH:26][CH:25]=2)[C:18]2[CH:23]=[CH:22][CH:21]=[CH:20][CH:19]=2)[C:11]=1[CH3:30])[C:6]([CH3:9])([CH3:8])[CH3:7])([CH3:4])([CH3:3])[CH3:2].P.P.